Dataset: Reaction yield outcomes from USPTO patents with 853,638 reactions. Task: Predict the reaction yield, written as a fraction of the theoretical maximum amount of product (1.0 means a 100% yield; for example, 0.34 means a 34% yield). (1) The reactants are [CH3:1][CH:2]([CH3:21])[CH2:3][CH:4]([C:8]1[CH:13]=[CH:12][C:11]([N+:14]([O-:16])=[O:15])=[C:10]([C:17]([F:20])([F:19])[F:18])[CH:9]=1)[C:5]([OH:7])=[O:6].S(=O)(=O)(O)O.[CH2:27](O)[CH3:28]. No catalyst specified. The product is [CH2:27]([O:6][C:5](=[O:7])[CH:4]([C:8]1[CH:13]=[CH:12][C:11]([N+:14]([O-:16])=[O:15])=[C:10]([C:17]([F:18])([F:19])[F:20])[CH:9]=1)[CH2:3][CH:2]([CH3:21])[CH3:1])[CH3:28]. The yield is 0.830. (2) The reactants are [O:1]=[C:2]1[CH2:6][CH2:5][CH:4]([C:7]([OH:9])=[O:8])[CH2:3]1.C([O-])([O-])=O.[K+].[K+].[CH2:16](Br)[C:17]1[CH:22]=[CH:21][CH:20]=[CH:19][CH:18]=1.O. The catalyst is CN(C=O)C. The product is [O:1]=[C:2]1[CH2:6][CH2:5][CH:4]([C:7]([O:9][CH2:16][C:17]2[CH:22]=[CH:21][CH:20]=[CH:19][CH:18]=2)=[O:8])[CH2:3]1. The yield is 0.780. (3) The reactants are C([O:3][C:4](=[O:22])[CH:5](NC1C=NC=C(F)C=1)[NH:6][C:7]1[CH:8]=[N:9][CH:10]=[C:11]([F:13])[CH:12]=1)C.[OH-].[Na+]. The catalyst is Cl.[Pd]. The product is [F:13][C:11]1[CH:12]=[C:7]([NH:6][CH2:5][C:4]([OH:22])=[O:3])[CH:8]=[N:9][CH:10]=1. The yield is 0.740.